From a dataset of Peptide-MHC class I binding affinity with 185,985 pairs from IEDB/IMGT. Regression. Given a peptide amino acid sequence and an MHC pseudo amino acid sequence, predict their binding affinity value. This is MHC class I binding data. (1) The peptide sequence is PLFDFVNEK. The MHC is HLA-A33:01 with pseudo-sequence HLA-A33:01. The binding affinity (normalized) is 0.204. (2) The peptide sequence is KLVGIELPK. The MHC is HLA-A02:01 with pseudo-sequence HLA-A02:01. The binding affinity (normalized) is 0.0847. (3) The peptide sequence is GYRSKACDM. The MHC is HLA-B08:02 with pseudo-sequence HLA-B08:02. The binding affinity (normalized) is 0.0847. (4) The peptide sequence is FSSQLGLFY. The MHC is HLA-B51:01 with pseudo-sequence HLA-B51:01. The binding affinity (normalized) is 0.213. (5) The peptide sequence is FLFLAWIMLL. The MHC is HLA-A02:02 with pseudo-sequence HLA-A02:02. The binding affinity (normalized) is 0.730. (6) The peptide sequence is FLPSDYFPSQ. The MHC is HLA-A02:01 with pseudo-sequence HLA-A02:01. The binding affinity (normalized) is 0.213. (7) The peptide sequence is GYYDAQKLL. The MHC is HLA-A24:02 with pseudo-sequence HLA-A24:02. The binding affinity (normalized) is 0.149.